Predict the product of the given reaction. From a dataset of Forward reaction prediction with 1.9M reactions from USPTO patents (1976-2016). (1) Given the reactants [NH2:1][C:2]1[N:7]=[C:6]([NH:8][C@@H:9]2[CH2:14][CH2:13][C@H:12]([O:15][CH2:16][CH2:17][OH:18])[CH2:11][CH2:10]2)[C:5](Br)=[C:4]([CH3:20])[N:3]=1.[C:21]([O:25][CH2:26][CH3:27])(=[O:24])[CH:22]=[CH2:23], predict the reaction product. The product is: [NH2:1][C:2]1[N:7]=[C:6]([NH:8][C@H:9]2[CH2:14][CH2:13][C@@H:12]([O:15][CH2:16][CH2:17][OH:18])[CH2:11][CH2:10]2)[C:5](/[CH:23]=[CH:22]/[C:21]([O:25][CH2:26][CH3:27])=[O:24])=[C:4]([CH3:20])[N:3]=1. (2) Given the reactants [CH3:1][O:2][C@H:3]1[C@H:8]([NH:9][C:10](=[O:16])[O:11][C:12]([CH3:15])([CH3:14])[CH3:13])[CH2:7][CH2:6][NH:5][CH2:4]1.Br[CH2:18][CH2:19][OH:20].C(N(C(C)C)C(C)C)C, predict the reaction product. The product is: [OH:20][CH2:19][CH2:18][N:5]1[CH2:6][CH2:7][C@@H:8]([NH:9][C:10](=[O:16])[O:11][C:12]([CH3:13])([CH3:15])[CH3:14])[C@H:3]([O:2][CH3:1])[CH2:4]1. (3) Given the reactants [CH2:1]([C:5]1[CH:14]=[CH:13][C:8]([C:9]([NH:11][NH2:12])=[O:10])=[CH:7][CH:6]=1)[CH:2]([CH3:4])[CH3:3].[OH:15][CH2:16][C:17]1[CH:25]=[CH:24][C:20]([C:21](O)=[O:22])=[CH:19][CH:18]=1.CN(C(ON1N=NC2C=CC=CC1=2)=[N+](C)C)C.F[P-](F)(F)(F)(F)F.C(N(C(C)C)CC)(C)C, predict the reaction product. The product is: [OH:22][CH2:21][C:20]1[CH:24]=[CH:25][C:17]([C:16]([NH:12][NH:11][C:9](=[O:10])[C:8]2[CH:13]=[CH:14][C:5]([CH2:1][CH:2]([CH3:4])[CH3:3])=[CH:6][CH:7]=2)=[O:15])=[CH:18][CH:19]=1. (4) Given the reactants [N:1]([CH2:4][C@H:5]1[CH2:9][CH2:8][C:7](=[O:10])[N:6]1[CH2:11][CH2:12][CH2:13][NH:14][C:15](=[O:21])[O:16][C:17]([CH3:20])([CH3:19])[CH3:18])=[N+]=[N-], predict the reaction product. The product is: [NH2:1][CH2:4][C@H:5]1[CH2:9][CH2:8][C:7](=[O:10])[N:6]1[CH2:11][CH2:12][CH2:13][NH:14][C:15](=[O:21])[O:16][C:17]([CH3:19])([CH3:18])[CH3:20].